From a dataset of Forward reaction prediction with 1.9M reactions from USPTO patents (1976-2016). Predict the product of the given reaction. (1) Given the reactants [CH2:1]([N:8]1[CH2:13][CH2:12][N:11]([C:14](=[O:36])[C@@H:15]([NH:23][CH2:24][C:25]2[CH:30]=[CH:29][C:28]([CH2:31][CH2:32][CH2:33][CH2:34][CH3:35])=[CH:27][CH:26]=2)[CH2:16][C:17]2[CH:22]=[CH:21][CH:20]=[CH:19][CH:18]=2)[CH2:10][CH2:9]1)[C:2]1[CH:7]=[CH:6][CH:5]=[CH:4][CH:3]=1.[CH3:37][O:38][C:39]1[CH:40]=[C:41]([CH:47]=[CH:48][CH:49]=1)/[CH:42]=[CH:43]/[C:44](O)=[O:45], predict the reaction product. The product is: [CH2:16]([C@H:15]([N:23]([CH2:24][C:25]1[CH:26]=[CH:27][C:28]([CH2:31][CH2:32][CH2:33][CH2:34][CH3:35])=[CH:29][CH:30]=1)[C:44](=[O:45])[CH:43]=[CH:42][C:41]1[CH:47]=[CH:48][CH:49]=[C:39]([O:38][CH3:37])[CH:40]=1)[C:14]([N:11]1[CH2:10][CH2:9][N:8]([CH2:1][C:2]2[CH:7]=[CH:6][CH:5]=[CH:4][CH:3]=2)[CH2:13][CH2:12]1)=[O:36])[C:17]1[CH:22]=[CH:21][CH:20]=[CH:19][CH:18]=1. (2) Given the reactants N1C=CC=CC=1.[F:7][C:8]([F:21])([F:20])[S:9]([O:12]S(C(F)(F)F)(=O)=O)(=[O:11])=[O:10].[Br:22][CH2:23][CH2:24]O, predict the reaction product. The product is: [F:7][C:8]([F:21])([F:20])[S:9]([O:12][CH2:24][CH2:23][Br:22])(=[O:11])=[O:10].